Predict the product of the given reaction. From a dataset of Forward reaction prediction with 1.9M reactions from USPTO patents (1976-2016). The product is: [N:45]1[CH:50]=[CH:49][CH:48]=[C:47]([O:51][CH2:52][C:53]([N:26]2[CH2:27][CH2:28][C:29]3[C:34](=[CH:33][CH:32]=[C:31]([NH:35][S:36]([C:39]4[CH:44]=[CH:43][CH:42]=[CH:41][N:40]=4)(=[O:38])=[O:37])[CH:30]=3)[CH2:25]2)=[O:54])[CH:46]=1. Given the reactants O=C1N([ClH]P([ClH]N2CCOC2=O)=O)CCO1.C(N(CC)CC)C.Cl.[CH2:25]1[C:34]2[C:29](=[CH:30][C:31]([NH:35][S:36]([C:39]3[CH:44]=[CH:43][CH:42]=[CH:41][N:40]=3)(=[O:38])=[O:37])=[CH:32][CH:33]=2)[CH2:28][CH2:27][NH:26]1.[N:45]1[CH:50]=[CH:49][CH:48]=[C:47]([O:51][CH2:52][C:53](O)=[O:54])[CH:46]=1, predict the reaction product.